This data is from Full USPTO retrosynthesis dataset with 1.9M reactions from patents (1976-2016). The task is: Predict the reactants needed to synthesize the given product. (1) Given the product [CH3:33][CH:32]([N:29]1[CH2:28][CH2:27][N:26]([CH2:25][C:22]2[O:21][C:20]([C:4]3[CH:3]=[C:2]([C:40]4[CH:41]=[C:42]([NH:43][S:44]([CH3:47])(=[O:45])=[O:46])[C:37]([O:36][CH3:35])=[N:38][CH:39]=4)[CH:10]=[C:9]4[C:5]=3[CH:6]=[N:7][NH:8]4)=[N:24][CH:23]=2)[CH2:31][CH2:30]1)[CH3:34], predict the reactants needed to synthesize it. The reactants are: Cl[C:2]1[CH:10]=[C:9]2[C:5]([CH:6]=[N:7][N:8]2S(C2C=CC=CC=2)(=O)=O)=[C:4]([C:20]2[O:21][C:22]([CH2:25][N:26]3[CH2:31][CH2:30][N:29]([CH:32]([CH3:34])[CH3:33])[CH2:28][CH2:27]3)=[CH:23][N:24]=2)[CH:3]=1.[CH3:35][O:36][C:37]1[C:42]([NH:43][S:44]([CH3:47])(=[O:46])=[O:45])=[CH:41][C:40](B2OC(C)(C)C(C)(C)O2)=[CH:39][N:38]=1.[O-]P([O-])([O-])=O.[K+].[K+].[K+].O. (2) Given the product [CH3:36][N:35]([CH3:37])[C:33]([C:18]1[CH:19]=[C:20]2[C:25](=[C:16]([CH:14]([N:4]([CH3:5])[C:3]3[CH:6]=[C:7]([F:11])[CH:8]=[C:9]([F:10])[C:2]=3[F:1])[CH3:15])[CH:17]=1)[O:24][C:23]([N:26]1[CH2:31][CH2:30][O:29][CH2:28][CH2:27]1)=[CH:22][C:21]2=[O:32])=[O:34], predict the reactants needed to synthesize it. The reactants are: [F:1][C:2]1[C:9]([F:10])=[CH:8][C:7]([F:11])=[CH:6][C:3]=1[NH:4][CH3:5].Br.Br[CH:14]([C:16]1[CH:17]=[C:18]([C:33]([N:35]([CH3:37])[CH3:36])=[O:34])[CH:19]=[C:20]2[C:25]=1[O:24][C:23]([N:26]1[CH2:31][CH2:30][O:29][CH2:28][CH2:27]1)=[CH:22][C:21]2=[O:32])[CH3:15]. (3) Given the product [CH2:1]([O:8][CH:9]1[CH2:14][CH2:13][CH:12]([O:15][C:16]2[CH:21]=[CH:20][C:19]([C:31]3[CH:32]=[CH:33][C:28]([S:25]([CH3:24])(=[O:27])=[O:26])=[CH:29][CH:30]=3)=[CH:18][C:17]=2[F:23])[CH2:11][CH2:10]1)[C:2]1[CH:7]=[CH:6][CH:5]=[CH:4][CH:3]=1, predict the reactants needed to synthesize it. The reactants are: [CH2:1]([O:8][CH:9]1[CH2:14][CH2:13][CH:12]([O:15][C:16]2[CH:21]=[CH:20][C:19](Br)=[CH:18][C:17]=2[F:23])[CH2:11][CH2:10]1)[C:2]1[CH:7]=[CH:6][CH:5]=[CH:4][CH:3]=1.[CH3:24][S:25]([C:28]1[CH:33]=[CH:32][C:31](B(O)O)=[CH:30][CH:29]=1)(=[O:27])=[O:26].C([O-])([O-])=O.[Na+].[Na+].